This data is from Forward reaction prediction with 1.9M reactions from USPTO patents (1976-2016). The task is: Predict the product of the given reaction. (1) Given the reactants [CH3:1][O:2][C:3](=[O:22])/[C:4](/[CH2:13][C:14]1[CH:19]=[CH:18][C:17]([CH:20]=[O:21])=[CH:16][CH:15]=1)=[C:5](/[CH:10]([CH3:12])[CH3:11])\[C:6]([O:8][CH3:9])=[O:7].[O:23]1CCOCC1.O.Cl([O-])=O.[Na+], predict the reaction product. The product is: [CH3:1][O:2][C:3](=[O:22])/[C:4](/[CH2:13][C:14]1[CH:19]=[CH:18][C:17]([C:20]([OH:23])=[O:21])=[CH:16][CH:15]=1)=[C:5](/[CH:10]([CH3:11])[CH3:12])\[C:6]([O:8][CH3:9])=[O:7]. (2) Given the reactants ClCCl.[CH:4]1([C@H:10]([NH:22][C:23]([C:25]2[CH:30]=[N:29][CH:28]=[CH:27][N:26]=2)=[O:24])[C:11]([NH:13][C@@H:14]([C:18]([CH3:21])([CH3:20])[CH3:19])[C:15](O)=[O:16])=[O:12])[CH2:9][CH2:8][CH2:7][CH2:6][CH2:5]1.C1(N=C=NC2CCCCC2)CCCCC1.[CH3:46][O:47][C:48]([C@H:50]1[CH2:55][NH:54][CH2:53][CH2:52][N:51]1[CH2:56][C:57]1[CH:62]=[CH:61][C:60]([Cl:63])=[CH:59][CH:58]=1)=[O:49], predict the reaction product. The product is: [CH3:46][O:47][C:48]([C@H:50]1[CH2:55][N:54]([C:15](=[O:16])[C@@H:14]([NH:13][C:11](=[O:12])[C@H:10]([CH:4]2[CH2:5][CH2:6][CH2:7][CH2:8][CH2:9]2)[NH:22][C:23]([C:25]2[CH:30]=[N:29][CH:28]=[CH:27][N:26]=2)=[O:24])[C:18]([CH3:21])([CH3:20])[CH3:19])[CH2:53][CH2:52][N:51]1[CH2:56][C:57]1[CH:62]=[CH:61][C:60]([Cl:63])=[CH:59][CH:58]=1)=[O:49]. (3) Given the reactants [CH3:1][O:2][C:3](=[O:23])[C:4]1[C:9]([NH:10][C:11]2[CH:16]=[CH:15][C:14]([Br:17])=[CH:13][C:12]=2[Cl:18])=[C:8]([Cl:19])[C:7]([N:20]=[N+]=[N-])=[N:6][CH:5]=1.ClCCl.C(O)(=O)C, predict the reaction product. The product is: [CH3:1][O:2][C:3](=[O:23])[C:4]1[C:9]([NH:10][C:11]2[CH:16]=[CH:15][C:14]([Br:17])=[CH:13][C:12]=2[Cl:18])=[C:8]([Cl:19])[C:7]([NH2:20])=[N:6][CH:5]=1. (4) Given the reactants [CH3:1][O:2][C:3]1[CH:12]=[C:11]2[C:6]([CH:7]([C:13]3[CH:18]=[CH:17][C:16]([O:19][CH3:20])=[CH:15][CH:14]=3)[CH2:8][NH:9][CH2:10]2)=[CH:5][CH:4]=1.CCN(CC)CC.[F:28][C:29]([F:40])([F:39])[C:30](O[C:30](=[O:31])[C:29]([F:40])([F:39])[F:28])=[O:31].C([O-])(O)=O.[Na+], predict the reaction product. The product is: [F:28][C:29]([F:40])([F:39])[C:30]([N:9]1[CH2:8][CH:7]([C:13]2[CH:18]=[CH:17][C:16]([O:19][CH3:20])=[CH:15][CH:14]=2)[C:6]2[C:11](=[CH:12][C:3]([O:2][CH3:1])=[CH:4][CH:5]=2)[CH2:10]1)=[O:31]. (5) Given the reactants [CH3:1][O:2][C:3]1[CH:8]=[CH:7][C:6]([CH:9]=[C:10]([CH3:16])[C:11]([O:13][CH2:14][CH3:15])=[O:12])=[CH:5][CH:4]=1, predict the reaction product. The product is: [CH3:1][O:2][C:3]1[CH:4]=[CH:5][C:6]([CH2:9][CH:10]([CH3:16])[C:11]([O:13][CH2:14][CH3:15])=[O:12])=[CH:7][CH:8]=1. (6) Given the reactants Br[C:2]1[CH:3]=[C:4]([CH:8]=[CH:9][N:10]=1)[C:5]([OH:7])=[O:6].[CH2:11]([C:14]1[NH:15][CH:16]=[CH:17][N:18]=1)[CH2:12][CH3:13], predict the reaction product. The product is: [CH2:11]([C:14]1[N:15]([C:2]2[CH:3]=[C:4]([CH:8]=[CH:9][N:10]=2)[C:5]([OH:7])=[O:6])[CH:16]=[CH:17][N:18]=1)[CH2:12][CH3:13]. (7) Given the reactants [Br:1][C:2]1[CH:3]=[C:4]([C@@:9]([NH:15][S@@](C(C)(C)C)=O)([CH2:11][C:12]([CH3:14])=[CH2:13])[CH3:10])[CH:5]=[CH:6][C:7]=1[F:8].Cl, predict the reaction product. The product is: [Br:1][C:2]1[CH:3]=[C:4]([C@@:9]([NH2:15])([CH2:11][C:12]([CH3:14])=[CH2:13])[CH3:10])[CH:5]=[CH:6][C:7]=1[F:8]. (8) Given the reactants Br[C:2]1[CH:3]=[CH:4][C:5]2[NH:6][C:7]3[C:12]([C:13]=2[CH:14]=1)=[CH:11][C:10](Br)=[CH:9][CH:8]=3.[C:16]1(B(O)O)[CH:21]=[CH:20][CH:19]=[CH:18][CH:17]=1.C(=O)([O-])[O-].[K+].[K+], predict the reaction product. The product is: [C:16]1([C:2]2[CH:3]=[CH:4][C:5]3[NH:6][C:7]4[C:12]([C:13]=3[CH:14]=2)=[CH:11][C:10]([C:2]2[CH:3]=[CH:4][CH:5]=[CH:13][CH:14]=2)=[CH:9][CH:8]=4)[CH:21]=[CH:20][CH:19]=[CH:18][CH:17]=1. (9) The product is: [CH2:13]([C:15]1[S:52][C:18]2[N:19]([CH2:36][C:37]3[CH:42]=[CH:41][C:40]([C:43]4[CH:48]=[CH:47][CH:46]=[CH:45][C:44]=4[C:49]4[NH:3][C:4](=[O:7])[O:5][N:50]=4)=[CH:39][C:38]=3[CH3:51])[C:20](=[O:35])[N:21]([CH2:24][C:25]([C:27]3[CH:28]=[CH:29][C:30]([O:33][CH3:34])=[CH:31][CH:32]=3)=[O:26])[C:22](=[O:23])[C:17]=2[CH:16]=1)[CH3:14]. Given the reactants [Cl-].O[NH3+:3].[C:4](=[O:7])([O-])[OH:5].[Na+].CS(C)=O.[CH2:13]([C:15]1[S:52][C:18]2[N:19]([CH2:36][C:37]3[CH:42]=[CH:41][C:40]([C:43]4[C:44]([C:49]#[N:50])=[CH:45][CH:46]=[CH:47][CH:48]=4)=[CH:39][C:38]=3[CH3:51])[C:20](=[O:35])[N:21]([CH2:24][C:25]([C:27]3[CH:32]=[CH:31][C:30]([O:33][CH3:34])=[CH:29][CH:28]=3)=[O:26])[C:22](=[O:23])[C:17]=2[CH:16]=1)[CH3:14], predict the reaction product. (10) Given the reactants [F:1][C:2]1[CH:3]=[C:4]([CH:9]=[CH:10][C:11]=1[N+:12]([O-])=O)[C:5]([O:7][CH3:8])=[O:6].COC1C=C(C=CC=1[N+]([O-])=O)C(O)=O, predict the reaction product. The product is: [NH2:12][C:11]1[CH:10]=[CH:9][C:4]([C:5]([O:7][CH3:8])=[O:6])=[CH:3][C:2]=1[F:1].